This data is from Forward reaction prediction with 1.9M reactions from USPTO patents (1976-2016). The task is: Predict the product of the given reaction. (1) Given the reactants [C:1]([C:3]1[CH:11]=[CH:10][C:6]([C:7](O)=[O:8])=[CH:5][N:4]=1)#[N:2].S(Cl)([Cl:14])=O, predict the reaction product. The product is: [C:1]([C:3]1[CH:11]=[CH:10][C:6]([C:7]([Cl:14])=[O:8])=[CH:5][N:4]=1)#[N:2]. (2) Given the reactants [OH-].[Na+].[CH2:3]([O:6][C@@H:7]([CH2:12][C:13]1[CH:18]=[CH:17][C:16]([C:19]2[CH:24]=[CH:23][CH:22]=[C:21]([N:25]([CH3:36])[C:26]([NH:28][CH2:29][CH2:30][CH2:31][CH2:32][CH2:33][CH2:34][CH3:35])=[O:27])[CH:20]=2)=[CH:15][CH:14]=1)[C:8]([O:10]C)=[O:9])[CH2:4][CH3:5].O1CCCC1.CO.O, predict the reaction product. The product is: [CH2:3]([O:6][C@@H:7]([CH2:12][C:13]1[CH:18]=[CH:17][C:16]([C:19]2[CH:24]=[CH:23][CH:22]=[C:21]([N:25]([CH3:36])[C:26]([NH:28][CH2:29][CH2:30][CH2:31][CH2:32][CH2:33][CH2:34][CH3:35])=[O:27])[CH:20]=2)=[CH:15][CH:14]=1)[C:8]([OH:10])=[O:9])[CH2:4][CH3:5]. (3) Given the reactants [C:9](O[C:9]([O:11][C:12]([CH3:15])([CH3:14])[CH3:13])=[O:10])([O:11][C:12]([CH3:15])([CH3:14])[CH3:13])=[O:10].[OH-].[Na+].O.Cl.[NH:20]1[CH2:25][CH2:24][C:23](=[O:26])[CH2:22][CH2:21]1, predict the reaction product. The product is: [C:12]([O:11][C:9]([N:20]1[CH2:25][CH2:24][C:23](=[O:26])[CH2:22][CH2:21]1)=[O:10])([CH3:13])([CH3:14])[CH3:15]. (4) Given the reactants [F:1][CH:2]([F:23])[O:3][C:4]1[CH:9]=[C:8]([N+:10]([O-])=O)[CH:7]=[CH:6][C:5]=1[N:13]1[CH2:18][CH2:17][N:16]([CH:19]2[CH2:22][O:21][CH2:20]2)[CH2:15][CH2:14]1, predict the reaction product. The product is: [F:23][CH:2]([F:1])[O:3][C:4]1[CH:9]=[C:8]([CH:7]=[CH:6][C:5]=1[N:13]1[CH2:18][CH2:17][N:16]([CH:19]2[CH2:22][O:21][CH2:20]2)[CH2:15][CH2:14]1)[NH2:10]. (5) Given the reactants [Br:1][C:2]1[NH:10][C:9]2[C:8](=[O:11])[N:7]3[C:12]([CH2:15][CH2:16][NH:17][C:18](=[O:27])[C:19]4[CH:24]=[CH:23][C:22]([O:25]C)=[CH:21][CH:20]=4)=[N:13][N:14]=[C:6]3[N:5]([CH2:28][CH2:29][CH2:30][CH2:31][CH3:32])[C:4]=2[N:3]=1.B(Br)(Br)Br, predict the reaction product. The product is: [Br:1][C:2]1[NH:10][C:9]2[C:8](=[O:11])[N:7]3[C:12]([CH2:15][CH2:16][NH:17][C:18](=[O:27])[C:19]4[CH:24]=[CH:23][C:22]([OH:25])=[CH:21][CH:20]=4)=[N:13][N:14]=[C:6]3[N:5]([CH2:28][CH2:29][CH2:30][CH2:31][CH3:32])[C:4]=2[N:3]=1. (6) Given the reactants [C:1]1([CH:8]=[CH:7][CH:6]=[C:4]([OH:5])[CH:3]=1)O.[C:9]([O-:12])([O-])=O.[K+].[K+].Br[CH2:16][CH2:17][CH:18]([CH3:20])C, predict the reaction product. The product is: [CH2:4]([O:5][C:4]1[CH:6]=[CH:7][CH:8]=[C:1]([O:12][CH2:9][CH2:16][CH2:17][CH2:18][CH3:20])[CH:3]=1)[CH2:3][CH2:1][CH2:8][CH3:7].